Dataset: Reaction yield outcomes from USPTO patents with 853,638 reactions. Task: Predict the reaction yield, written as a fraction of the theoretical maximum amount of product (1.0 means a 100% yield; for example, 0.34 means a 34% yield). (1) The reactants are [Br:1]N1C(=O)CCC1=O.[S:9]1[CH:13]=[CH:12][CH:11]=[C:10]1[CH:14]1[CH2:19][CH2:18][N:17]([C:20]([O:22][C:23]([CH3:26])([CH3:25])[CH3:24])=[O:21])[CH2:16][CH2:15]1.C([O-])(O)=O.[Na+]. The catalyst is CC#N. The product is [Br:1][C:13]1[S:9][C:10]([CH:14]2[CH2:15][CH2:16][N:17]([C:20]([O:22][C:23]([CH3:26])([CH3:25])[CH3:24])=[O:21])[CH2:18][CH2:19]2)=[CH:11][CH:12]=1. The yield is 0.210. (2) The reactants are C([Zn]CC)C.[CH3:6][CH2:7][CH2:8][CH2:9][CH2:10][CH3:11].[CH3:12][N:13](CCO)C.C1C[O:21][CH2:20][CH2:19]1. The catalyst is Cl[Pd]Cl.C1(P(C2C=CC=CC=2)[C-]2C=CC=C2)C=CC=CC=1.[C-]1(P(C2C=CC=CC=2)C2C=CC=CC=2)C=CC=C1.[Fe+2]. The product is [CH2:7]([C:8]1[N:13]=[CH:12][C:11]([C:20](=[O:21])[CH3:19])=[CH:10][CH:9]=1)[CH3:6]. The yield is 0.200.